The task is: Predict which catalyst facilitates the given reaction.. This data is from Catalyst prediction with 721,799 reactions and 888 catalyst types from USPTO. (1) Reactant: C(O[C:4]([C:6]1[S:10][C:9](/[CH:11]=[CH:12]/[C:13]2[C:14]([C:19]3[CH:24]=[CH:23][CH:22]=[CH:21][CH:20]=3)=[N:15][O:16][C:17]=2[CH3:18])=[N:8][CH:7]=1)=[O:5])C.[NH2:25][CH:26]([CH3:29])[CH2:27][OH:28]. Product: [OH:28][CH2:27][CH:26]([NH:25][C:4]([C:6]1[S:10][C:9](/[CH:11]=[CH:12]/[C:13]2[C:14]([C:19]3[CH:20]=[CH:21][CH:22]=[CH:23][CH:24]=3)=[N:15][O:16][C:17]=2[CH3:18])=[N:8][CH:7]=1)=[O:5])[CH3:29]. The catalyst class is: 11. (2) Reactant: [Br:1][C:2]1[CH:3]=[C:4]([Cl:13])[C:5]([C:8]2([CH2:11][NH2:12])[CH2:10][CH2:9]2)=[N:6][CH:7]=1.FC(F)(F)C1C(C(O)=O)=NC=CC=1.C1C=C2N=NN(O)C2=CC=1.O.CCN=C=NCCCN(C)C.Cl.[F:50][C:51]([F:62])([F:61])[C:52]1[C:53]([C:58](O)=[O:59])=[N:54][CH:55]=[CH:56][N:57]=1. Product: [Br:1][C:2]1[CH:3]=[C:4]([Cl:13])[C:5]([C:8]2([CH2:11][NH:12][C:58]([C:53]3[C:52]([C:51]([F:61])([F:50])[F:62])=[N:57][CH:56]=[CH:55][N:54]=3)=[O:59])[CH2:9][CH2:10]2)=[N:6][CH:7]=1. The catalyst class is: 884. (3) Reactant: [OH-].[Na+].[C:3]12([C:13]3[CH:14]=[C:15]([C:28]4[CH:29]=[C:30]5[C:35](=[CH:36][CH:37]=4)[CH:34]=[C:33]([C:38]([O:40]C)=[O:39])[CH:32]=[CH:31]5)[CH:16]=[CH:17][C:18]=3[O:19][CH2:20][CH:21]3[CH2:25][O:24][C:23]([CH3:27])([CH3:26])[O:22]3)[CH2:12][CH:7]3[CH2:8][CH:9]([CH2:11][CH:5]([CH2:6]3)[CH2:4]1)[CH2:10]2. The catalyst class is: 5. Product: [C:3]12([C:13]3[CH:14]=[C:15]([C:28]4[CH:29]=[C:30]5[C:35](=[CH:36][CH:37]=4)[CH:34]=[C:33]([C:38]([OH:40])=[O:39])[CH:32]=[CH:31]5)[CH:16]=[CH:17][C:18]=3[O:19][CH2:20][CH:21]3[CH2:25][O:24][C:23]([CH3:26])([CH3:27])[O:22]3)[CH2:12][CH:7]3[CH2:6][CH:5]([CH2:11][CH:9]([CH2:8]3)[CH2:10]1)[CH2:4]2. (4) Reactant: [F:1][C:2]1[C:10]([N+:11]([O-:13])=[O:12])=[CH:9][C:8]([F:14])=[CH:7][C:3]=1[C:4]([OH:6])=[O:5].[CH3:15][Si](Cl)(C)C. Product: [F:1][C:2]1[C:10]([N+:11]([O-:13])=[O:12])=[CH:9][C:8]([F:14])=[CH:7][C:3]=1[C:4]([O:6][CH3:15])=[O:5]. The catalyst class is: 5. (5) Reactant: [NH2:1][C:2]1[C:3]2[C:10](I)=[CH:9][N:8]([C@@H:12]3[CH2:15][C@H:14]([CH2:16][OH:17])[CH2:13]3)[C:4]=2[N:5]=[CH:6][N:7]=1.CC1(C)C(C)(C)OB([C:26]2[CH:27]=[C:28]([CH:37]=[CH:38][CH:39]=2)[O:29][CH2:30][CH:31]2[CH2:36][CH2:35][CH2:34][CH2:33][O:32]2)O1.C(=O)([O-])[O-].[Na+].[Na+].CN(C=O)C. The catalyst class is: 103. Product: [NH2:1][C:2]1[C:3]2[C:10]([C:26]3[CH:39]=[CH:38][CH:37]=[C:28]([O:29][CH2:30][CH:31]4[CH2:36][CH2:35][CH2:34][CH2:33][O:32]4)[CH:27]=3)=[CH:9][N:8]([C@@H:12]3[CH2:15][C@H:14]([CH2:16][OH:17])[CH2:13]3)[C:4]=2[N:5]=[CH:6][N:7]=1. (6) Reactant: [CH:1]1([C:4]2[NH:8][N:7]=[C:6]([NH:9][C:10]3[C:15]([F:16])=[CH:14][N:13]=[C:12]([C:17]4[S:21][C:20]([C:22](=[O:24])[CH3:23])=[CH:19][CH:18]=4)[N:11]=3)[CH:5]=2)[CH2:3][CH2:2]1.CB1N2CCC[C@H]2C(C2C=CC=CC=2)(C2C=CC=CC=2)O1.B.C1COCC1. Product: [CH:1]1([C:4]2[NH:8][N:7]=[C:6]([NH:9][C:10]3[C:15]([F:16])=[CH:14][N:13]=[C:12]([C:17]4[S:21][C:20]([C@H:22]([OH:24])[CH3:23])=[CH:19][CH:18]=4)[N:11]=3)[CH:5]=2)[CH2:3][CH2:2]1. The catalyst class is: 1. (7) Reactant: [Cl:1][C:2]1[CH:7]=[CH:6][C:5]([S:8](Cl)(=[O:10])=[O:9])=[CH:4][C:3]=1[N+:12]([O-:14])=[O:13].[NH:15]1[CH2:21][CH2:20][CH2:19][CH2:18][C:17]2[CH:22]=[CH:23][CH:24]=[CH:25][C:16]1=2.C(N(C(C)C)CC)(C)C.O. Product: [N+:12]([C:3]1[CH:4]=[C:5]([S:8]([N:15]2[CH2:21][CH2:20][CH2:19][CH2:18][C:17]3[CH:22]=[CH:23][CH:24]=[CH:25][C:16]2=3)(=[O:10])=[O:9])[CH:6]=[CH:7][C:2]=1[Cl:1])([O-:14])=[O:13]. The catalyst class is: 2. (8) Reactant: [C:1]([O:5][C:6]([NH:8][CH2:9][C:10]1[CH:11]=[C:12]([C:16]2[CH2:21][CH2:20][N:19](C(OCC3C=CC=CC=3)=O)[CH2:18][CH:17]=2)[CH:13]=[CH:14][CH:15]=1)=[O:7])([CH3:4])([CH3:3])[CH3:2]. Product: [NH:19]1[CH2:20][CH2:21][CH:16]([C:12]2[CH:11]=[C:10]([CH:15]=[CH:14][CH:13]=2)[CH2:9][NH:8][C:6](=[O:7])[O:5][C:1]([CH3:4])([CH3:2])[CH3:3])[CH2:17][CH2:18]1. The catalyst class is: 19. (9) Reactant: [CH3:1][O:2][C:3]([C:5]1[CH:6]=[C:7]2[C:12](=[CH:13][CH:14]=1)[NH:11][CH:10]([C:15]1[CH:16]=[C:17]([CH:21]=[CH:22][CH:23]=1)[C:18](O)=[O:19])[C:9]([CH3:25])([CH3:24])[CH2:8]2)=[O:4].ON1C2C=CC=CC=2N=N1.CN(C)CCCN=C=NCC.Cl.CN1CCOCC1.[NH2:55][CH:56]1[CH2:59][N:58]([C:60]([O:62][C:63]([CH3:66])([CH3:65])[CH3:64])=[O:61])[CH2:57]1. Product: [C:63]([O:62][C:60]([N:58]1[CH2:57][CH:56]([NH:55][C:18]([C:17]2[CH:16]=[C:15]([CH:10]3[C:9]([CH3:25])([CH3:24])[CH2:8][C:7]4[C:12](=[CH:13][CH:14]=[C:5]([C:3]([O:2][CH3:1])=[O:4])[CH:6]=4)[NH:11]3)[CH:23]=[CH:22][CH:21]=2)=[O:19])[CH2:59]1)=[O:61])([CH3:66])([CH3:65])[CH3:64]. The catalyst class is: 4.